From a dataset of Full USPTO retrosynthesis dataset with 1.9M reactions from patents (1976-2016). Predict the reactants needed to synthesize the given product. (1) Given the product [NH2:39][CH:40]1[CH2:45][CH2:44][N:43]([C:33]([N:13]2[C@@:14]([C:26]3[CH:27]=[CH:28][C:29]([Cl:32])=[CH:30][CH:31]=3)([CH3:25])[C@@:15]([C:18]3[CH:23]=[CH:22][C:21]([Cl:24])=[CH:20][CH:19]=3)([CH3:17])[N:16]=[C:12]2[C:5]2[CH:6]=[C:7]([S:8]([CH3:11])(=[O:9])=[O:10])[C:2]([Cl:1])=[CH:3][C:4]=2[O:36][CH2:37][CH3:38])=[O:34])[CH2:42][CH2:41]1, predict the reactants needed to synthesize it. The reactants are: [Cl:1][C:2]1[C:7]([S:8]([CH3:11])(=[O:10])=[O:9])=[CH:6][C:5]([C:12]2[N:13]([C:33](Cl)=[O:34])[C@@:14]([C:26]3[CH:31]=[CH:30][C:29]([Cl:32])=[CH:28][CH:27]=3)([CH3:25])[C@@:15]([C:18]3[CH:23]=[CH:22][C:21]([Cl:24])=[CH:20][CH:19]=3)([CH3:17])[N:16]=2)=[C:4]([O:36][CH2:37][CH3:38])[CH:3]=1.[NH2:39][CH:40]1[CH2:45][CH2:44][NH:43][CH2:42][CH2:41]1. (2) Given the product [N:1]1[CH:2]=[C:3]([S:10][C:11]2[CH:20]=[CH:19][C:14]3[N:15]=[C:16]([NH:18][C:30](=[O:31])[CH2:29][N:26]4[CH2:27][CH2:28][N:23]([CH3:22])[C:24](=[O:33])[CH2:25]4)[S:17][C:13]=3[CH:12]=2)[N:4]2[CH:9]=[CH:8][CH:7]=[N:6][C:5]=12, predict the reactants needed to synthesize it. The reactants are: [N:1]1[CH:2]=[C:3]([S:10][C:11]2[CH:20]=[CH:19][C:14]3[N:15]=[C:16]([NH2:18])[S:17][C:13]=3[CH:12]=2)[N:4]2[CH:9]=[CH:8][CH:7]=[N:6][C:5]=12.Cl.[CH3:22][N:23]1[CH2:28][CH2:27][N:26]([CH2:29][C:30](O)=[O:31])[CH2:25][C:24]1=[O:33].Cl.CN(C)CCCN=C=NCC. (3) Given the product [CH:1]([C@H:4]1[CH2:5][CH2:6][C@H:7]([C:10]([NH:12][C@H:13]([CH2:17][C:18]2[CH:23]=[CH:22][C:21]([O:24][CH2:25][CH2:26][N:27]([CH3:34])[C:28]3[CH:33]=[CH:32][CH:31]=[CH:30][N:29]=3)=[CH:20][CH:19]=2)[C:14]([OH:16])=[O:15])=[O:11])[CH2:8][CH2:9]1)([CH3:3])[CH3:2], predict the reactants needed to synthesize it. The reactants are: [CH:1]([C@H:4]1[CH2:9][CH2:8][C@H:7]([C:10]([NH:12][C@@H:13]([CH2:17][C:18]2[CH:23]=[CH:22][C:21]([O:24][CH2:25][CH2:26][N:27]([CH3:34])[C:28]3[CH:33]=[CH:32][CH:31]=[CH:30][N:29]=3)=[CH:20][CH:19]=2)[C:14]([OH:16])=[O:15])=[O:11])[CH2:6][CH2:5]1)([CH3:3])[CH3:2]. (4) The reactants are: [CH2:1]([C:8]1[CH:9]=[CH:10][C:11]2[O:15][C:14](B(O)O)=[CH:13][C:12]=2[CH:19]=1)[C:2]1[CH:7]=[CH:6][CH:5]=[CH:4][CH:3]=1.Br[C:21]1[CH:22]=[C:23]([CH:33]=[CH:34][CH:35]=1)[CH2:24][N:25]1[CH2:28][CH:27]([C:29]([O:31][CH3:32])=[O:30])[CH2:26]1. Given the product [CH2:1]([C:8]1[CH:9]=[CH:10][C:11]2[O:15][C:14]([C:21]3[CH:22]=[C:23]([CH:33]=[CH:34][CH:35]=3)[CH2:24][N:25]3[CH2:28][CH:27]([C:29]([O:31][CH3:32])=[O:30])[CH2:26]3)=[CH:13][C:12]=2[CH:19]=1)[C:2]1[CH:7]=[CH:6][CH:5]=[CH:4][CH:3]=1, predict the reactants needed to synthesize it. (5) Given the product [CH2:1]1[CH2:10][O:9][C:8]2[CH:7]=[CH:6][C:5]([NH:11][C:12]3[N:17]=[C:16]([NH:18][C:19]4[CH:24]=[CH:23][C:22]5[O:25][CH2:26][CH2:27][O:28][C:21]=5[CH:20]=4)[C:15]([C:29]4[CH:34]=[CH:33][CH:32]=[C:31]([Cl:35])[CH:30]=4)=[CH:14][N:13]=3)=[CH:4][C:3]=2[O:2]1, predict the reactants needed to synthesize it. The reactants are: [CH2:1]1[CH2:10][O:9][C:8]2[CH:7]=[CH:6][C:5]([NH:11][C:12]3[N:17]=[C:16]([NH:18][C:19]4[CH:24]=[CH:23][C:22]5[O:25][CH2:26][CH2:27][O:28][C:21]=5[CH:20]=4)[C:15]([C:29]4[CH:34]=[CH:33][CH:32]=[CH:31][CH:30]=4)=[CH:14][N:13]=3)=[CH:4][C:3]=2[O:2]1.[Cl:35]C1C=C(B(O)O)C=CC=1. (6) Given the product [F:1][C:2]1[CH:7]=[CH:6][C:5]([C:8]2[C:17]([N:18]3[CH2:22][CH2:21][CH2:20][C@@H:19]3[C:23]([F:26])([F:25])[F:24])=[N:16][C:15]3[C:10](=[CH:11][CH:12]=[C:13]([C:27]([OH:29])=[O:28])[CH:14]=3)[N:9]=2)=[CH:4][CH:3]=1, predict the reactants needed to synthesize it. The reactants are: [F:1][C:2]1[CH:7]=[CH:6][C:5]([C:8]2[C:17]([N:18]3[CH2:22][CH2:21][CH2:20][C@@H:19]3[C:23]([F:26])([F:25])[F:24])=[N:16][C:15]3[C:10](=[CH:11][CH:12]=[C:13]([C:27]([O:29]C)=[O:28])[CH:14]=3)[N:9]=2)=[CH:4][CH:3]=1.[OH-].[Na+]. (7) Given the product [CH2:35]([O:37][NH:38][C:3](=[O:4])[CH:2]([OH:1])[CH:6]([NH:14][C:15](=[O:33])[C:16]1[CH:21]=[CH:20][CH:19]=[N:18][C:17]=1[N:22]1[CH:26]=[CH:25][C:24]([C:27]2[CH:28]=[CH:29][CH:30]=[CH:31][CH:32]=2)=[N:23]1)[CH2:7][C:8]1[CH:9]=[CH:10][CH:11]=[CH:12][CH:13]=1)[CH3:36], predict the reactants needed to synthesize it. The reactants are: [OH:1][CH:2]([CH:6]([NH:14][C:15](=[O:33])[C:16]1[CH:21]=[CH:20][CH:19]=[N:18][C:17]=1[N:22]1[CH:26]=[CH:25][C:24]([C:27]2[CH:32]=[CH:31][CH:30]=[CH:29][CH:28]=2)=[N:23]1)[CH2:7][C:8]1[CH:13]=[CH:12][CH:11]=[CH:10][CH:9]=1)[C:3](O)=[O:4].Cl.[CH2:35]([O:37][NH2:38])[CH3:36]. (8) Given the product [NH2:39][CH2:40][CH2:41][CH2:42][N:43]([CH3:48])[CH2:44][CH2:45][CH2:46][NH:47][C:20]1[C:21]2[C:29]3[C:24](=[CH:25][C:26]([C:30]([O:32][CH3:33])=[O:31])=[CH:27][CH:28]=3)[NH:23][C:22]=2[N:34]=[C:18]([CH2:17][C:16]2[CH:36]=[CH:37][CH:38]=[C:14]([CH:9]([O:8][CH2:1][C:2]3[CH:7]=[CH:6][CH:5]=[CH:4][CH:3]=3)[C:10]([F:13])([F:12])[F:11])[CH:15]=2)[N:19]=1, predict the reactants needed to synthesize it. The reactants are: [CH2:1]([O:8][CH:9]([C:14]1[CH:15]=[C:16]([CH:36]=[CH:37][CH:38]=1)[CH2:17][C:18]1[N:19]=[C:20](Cl)[C:21]2[C:29]3[C:24](=[CH:25][C:26]([C:30]([O:32][CH3:33])=[O:31])=[CH:27][CH:28]=3)[NH:23][C:22]=2[N:34]=1)[C:10]([F:13])([F:12])[F:11])[C:2]1[CH:7]=[CH:6][CH:5]=[CH:4][CH:3]=1.[NH2:39][CH2:40][CH2:41][CH2:42][N:43]([CH3:48])[CH2:44][CH2:45][CH2:46][NH2:47].CO.